From a dataset of NCI-60 drug combinations with 297,098 pairs across 59 cell lines. Regression. Given two drug SMILES strings and cell line genomic features, predict the synergy score measuring deviation from expected non-interaction effect. (1) Drug 1: CC1=C(C(CCC1)(C)C)C=CC(=CC=CC(=CC(=O)O)C)C. Drug 2: C(CCl)NC(=O)N(CCCl)N=O. Cell line: SN12C. Synergy scores: CSS=12.5, Synergy_ZIP=-1.96, Synergy_Bliss=2.42, Synergy_Loewe=3.22, Synergy_HSA=4.22. (2) Drug 1: CC1=C(C(=CC=C1)Cl)NC(=O)C2=CN=C(S2)NC3=CC(=NC(=N3)C)N4CCN(CC4)CCO. Drug 2: C(CC(=O)O)C(=O)CN.Cl. Cell line: IGROV1. Synergy scores: CSS=19.6, Synergy_ZIP=-10.6, Synergy_Bliss=-4.40, Synergy_Loewe=-23.2, Synergy_HSA=-2.58. (3) Drug 1: C1=C(C(=O)NC(=O)N1)N(CCCl)CCCl. Drug 2: CCCCCOC(=O)NC1=NC(=O)N(C=C1F)C2C(C(C(O2)C)O)O. Cell line: M14. Synergy scores: CSS=11.7, Synergy_ZIP=-7.94, Synergy_Bliss=-3.76, Synergy_Loewe=-5.26, Synergy_HSA=-5.23. (4) Cell line: 786-0. Drug 2: CC1=C(C=C(C=C1)C(=O)NC2=CC(=CC(=C2)C(F)(F)F)N3C=C(N=C3)C)NC4=NC=CC(=N4)C5=CN=CC=C5. Drug 1: CC1=CC=C(C=C1)C2=CC(=NN2C3=CC=C(C=C3)S(=O)(=O)N)C(F)(F)F. Synergy scores: CSS=10.4, Synergy_ZIP=-0.871, Synergy_Bliss=7.41, Synergy_Loewe=-12.5, Synergy_HSA=-5.24.